This data is from Full USPTO retrosynthesis dataset with 1.9M reactions from patents (1976-2016). The task is: Predict the reactants needed to synthesize the given product. (1) Given the product [CH3:1][C:2]1[C:6]([CH:7]([OH:20])[CH2:8][O:9][C:10]2[CH:11]=[CH:12][C:13]([CH2:16][C:17]([NH:31][CH:30]([C:24]3[CH:25]=[CH:26][C:27]([CH3:29])=[CH:28][C:23]=3[CH3:22])[C:32]3[CH:33]=[CH:34][CH:35]=[CH:36][CH:37]=3)=[O:19])=[CH:14][CH:15]=2)=[C:5]([CH3:21])[O:4][N:3]=1, predict the reactants needed to synthesize it. The reactants are: [CH3:1][C:2]1[C:6]([CH:7]([OH:20])[CH2:8][O:9][C:10]2[CH:15]=[CH:14][C:13]([CH2:16][C:17]([OH:19])=O)=[CH:12][CH:11]=2)=[C:5]([CH3:21])[O:4][N:3]=1.[CH3:22][C:23]1[CH:28]=[C:27]([CH3:29])[CH:26]=[CH:25][C:24]=1[CH:30]([C:32]1[CH:37]=[CH:36][CH:35]=[CH:34][CH:33]=1)[NH2:31]. (2) The reactants are: [NH2:1][C:2]1[C:6]([CH3:7])=[C:5]([CH3:8])[O:4][N:3]=1.CC1C=CN=C(N)C=1C.[Br:18][C:19]1[CH:23]=[CH:22][S:21][C:20]=1[S:24](Cl)(=[O:26])=[O:25]. Given the product [CH3:7][C:6]1[C:2]([NH:1][S:24]([C:20]2[S:21][CH:22]=[CH:23][C:19]=2[Br:18])(=[O:26])=[O:25])=[N:3][O:4][C:5]=1[CH3:8], predict the reactants needed to synthesize it. (3) Given the product [CH2:1]([N:8]1[C:16]2[C:11](=[CH:12][CH:13]=[CH:14][CH:15]=2)[C:10]([CH3:20])([C:22]([Cl:24])=[O:23])[NH:9]1)[C:2]1[CH:3]=[CH:4][CH:5]=[CH:6][CH:7]=1, predict the reactants needed to synthesize it. The reactants are: [CH2:1]([N:8]1[C:16]2[C:11](=[CH:12][CH:13]=[C:14](C(O)=O)[CH:15]=2)[C:10]([CH3:20])=[N:9]1)[C:2]1[CH:7]=[CH:6][CH:5]=[CH:4][CH:3]=1.C(Cl)(=O)[C:22]([Cl:24])=[O:23].